Dataset: Forward reaction prediction with 1.9M reactions from USPTO patents (1976-2016). Task: Predict the product of the given reaction. (1) Given the reactants [O:1]([C:8]1[CH:15]=[CH:14][C:11]([C:12]#[N:13])=[CH:10][CH:9]=1)[C:2]1[CH:7]=[CH:6][CH:5]=[CH:4][CH:3]=1.[NH2:16][OH:17], predict the reaction product. The product is: [OH:17]/[N:16]=[C:12](\[NH2:13])/[C:11]1[CH:10]=[CH:9][C:8]([O:1][C:2]2[CH:7]=[CH:6][CH:5]=[CH:4][CH:3]=2)=[CH:15][CH:14]=1. (2) The product is: [Cl:13][C:14]1[C:23]2[C:18](=[CH:19][CH:20]=[CH:21][C:22]=2[C:24]2[CH:29]=[CH:28][CH:27]=[CH:26][CH:25]=2)[C:17]([CH3:1])=[C:16]([Cl:30])[N:15]=1. Given the reactants [CH:1](NC(C)C)(C)C.[Li]CCCC.[Cl:13][C:14]1[C:23]2[C:18](=[CH:19][CH:20]=[CH:21][C:22]=2[C:24]2[CH:29]=[CH:28][CH:27]=[CH:26][CH:25]=2)[CH:17]=[C:16]([Cl:30])[N:15]=1.FC(F)(F)S(OC)(=O)=O, predict the reaction product. (3) Given the reactants [H-].[Na+].[C:3]([O:7][C:8]([C:10]1[CH:14]=[CH:13][NH:12][CH:11]=1)=[O:9])([CH3:6])([CH3:5])[CH3:4].Br[C:16]1[CH:21]=[CH:20][C:19]([CH:22]([F:24])[F:23])=[CH:18][N:17]=1.O, predict the reaction product. The product is: [C:3]([O:7][C:8]([C:10]1[CH:14]=[CH:13][N:12]([C:16]2[CH:21]=[CH:20][C:19]([CH:22]([F:24])[F:23])=[CH:18][N:17]=2)[CH:11]=1)=[O:9])([CH3:6])([CH3:4])[CH3:5]. (4) Given the reactants [Si]([O:8][C@H:9]([C:23]1[CH:32]=[CH:31][C:30]([OH:33])=[C:29]2[C:24]=1[CH:25]=[CH:26][C:27](=[O:34])[NH:28]2)[CH2:10][NH:11][CH:12]1[CH2:17][CH2:16][N:15]([CH2:18][CH2:19][C:20](O)=[O:21])[CH2:14][CH2:13]1)(C(C)(C)C)(C)C.CN(C(ON1N=NC2C=CC=NC1=2)=[N+](C)C)C.F[P-](F)(F)(F)(F)F.C(N(CC)CC)C.[Cl:66][C:67]1[CH:72]=[CH:71][CH:70]=[CH:69][C:68]=1[CH2:73][NH:74][CH3:75], predict the reaction product. The product is: [Cl:66][C:67]1[CH:72]=[CH:71][CH:70]=[CH:69][C:68]=1[CH2:73][N:74]([CH3:75])[C:20](=[O:21])[CH2:19][CH2:18][N:15]1[CH2:16][CH2:17][CH:12]([NH:11][CH2:10][C@H:9]([OH:8])[C:23]2[CH:32]=[CH:31][C:30]([OH:33])=[C:29]3[C:24]=2[CH:25]=[CH:26][C:27](=[O:34])[NH:28]3)[CH2:13][CH2:14]1. (5) Given the reactants [Br:1][C:2]1[CH:3]=[C:4]([CH:10]=[CH:11][C:12]=1[Cl:13])[C:5]([O:7]CC)=O.[Cl:14][C:15]1[N:20]=[C:19]([CH3:21])[CH:18]=[CH:17][CH:16]=1, predict the reaction product. The product is: [Br:1][C:2]1[CH:3]=[C:4]([C:5](=[O:7])[CH2:21][C:19]2[CH:18]=[CH:17][CH:16]=[C:15]([Cl:14])[N:20]=2)[CH:10]=[CH:11][C:12]=1[Cl:13]. (6) Given the reactants [ClH:1].[F:2][C:3]([F:14])([F:13])[C:4]1[C:9]([C:10]([NH2:12])=[O:11])=[CH:8][N:7]=[CH:6][CH:5]=1.ClCl, predict the reaction product. The product is: [ClH:1].[F:14][C:3]([F:2])([F:13])[C:4]1[C:9]([C:10]([NH:12][Cl:1])=[O:11])=[CH:8][N:7]=[CH:6][CH:5]=1. (7) Given the reactants [Cl:1][C:2]1[CH:10]=[CH:9][CH:8]=[C:7]2[C:3]=1[CH:4]=[C:5]([C:11]([N:13]([O:15][CH3:16])[CH3:14])=[O:12])[NH:6]2.[F:17][C:18]1[CH:19]=[C:20](B(O)O)[CH:21]=[CH:22][CH:23]=1.N1C=CC=CC=1, predict the reaction product. The product is: [Cl:1][C:2]1[CH:10]=[CH:9][CH:8]=[C:7]2[C:3]=1[CH:4]=[C:5]([C:11]([N:13]([O:15][CH3:16])[CH3:14])=[O:12])[N:6]2[C:22]1[CH:21]=[CH:20][CH:19]=[C:18]([F:17])[CH:23]=1. (8) Given the reactants C([N:4]([S:34]([CH2:37][C:38]1[CH:43]=[CH:42][CH:41]=[CH:40][CH:39]=1)(=[O:36])=[O:35])[C:5]([CH:7]1[CH2:12][CH2:11][N:10]([C:13]2[C:23]([C:24]#[N:25])=[CH:22][C:16]([C:17]([O:19][CH2:20][CH3:21])=[O:18])=[C:15]([O:26]S(C(F)(F)F)(=O)=O)[N:14]=2)[CH2:9][CH2:8]1)=[O:6])C=C.CC1(C)C2C(=C(P(C3C=CC=CC=3)C3C=CC=CC=3)C=CC=2)[O:65][C:47]2C(P(C3C=CC=CC=3)C3C=CC=CC=3)=CC=C[C:46]1=2.C(O)CO.CCN(C(C)C)C(C)C.C([O-])(O)=O.[Na+], predict the reaction product. The product is: [CH2:37]([S:34]([NH:4][C:5]([CH:7]1[CH2:8][CH2:9][N:10]([C:13]2[C:23]([C:24]#[N:25])=[CH:22][C:16]([C:17]([O:19][CH2:20][CH3:21])=[O:18])=[C:15]([O:26][CH2:46][CH2:47][OH:65])[N:14]=2)[CH2:11][CH2:12]1)=[O:6])(=[O:35])=[O:36])[C:38]1[CH:43]=[CH:42][CH:41]=[CH:40][CH:39]=1.